From a dataset of Aqueous solubility values for 9,982 compounds from the AqSolDB database. Regression/Classification. Given a drug SMILES string, predict its absorption, distribution, metabolism, or excretion properties. Task type varies by dataset: regression for continuous measurements (e.g., permeability, clearance, half-life) or binary classification for categorical outcomes (e.g., BBB penetration, CYP inhibition). For this dataset (solubility_aqsoldb), we predict Y. (1) The compound is CCC(=O)OCn1cc(F)c(=O)[nH]c1=O. The Y is -0.810 log mol/L. (2) The drug is Cc1nnc(N)nc1C. The Y is -1.09 log mol/L. (3) The drug is OC1CCCCCCC1. The Y is -1.29 log mol/L.